From a dataset of Full USPTO retrosynthesis dataset with 1.9M reactions from patents (1976-2016). Predict the reactants needed to synthesize the given product. (1) Given the product [Cl:29][C:30]1[CH:31]=[C:32]([C:22]2[N:23]=[C:18]([O:17][C:14]3[CH:15]=[CH:16][C:11]([CH2:10][C:9]([OH:8])=[O:28])=[CH:12][CH:13]=3)[C:19]3[CH2:27][CH2:26][CH2:25][C:20]=3[N:21]=2)[CH:33]=[CH:34][C:35]=1[O:36][CH3:37], predict the reactants needed to synthesize it. The reactants are: N1C=CC=NC=1.C[O:8][C:9](=[O:28])[CH2:10][C:11]1[CH:16]=[CH:15][C:14]([O:17][C:18]2[C:19]3[CH2:27][CH2:26][CH2:25][C:20]=3[N:21]=[C:22](Cl)[N:23]=2)=[CH:13][CH:12]=1.[Cl:29][C:30]1[CH:31]=[C:32](B(O)O)[CH:33]=[CH:34][C:35]=1[O:36][CH3:37].C(=O)([O-])[O-].[Cs+].[Cs+].[OH-].[Na+]. (2) Given the product [CH2:22]([N:11]1[CH2:12][CH2:13][C:9]([C:4]2[CH:5]=[CH:6][C:7]([F:8])=[C:2]([F:1])[CH:3]=2)([O:14][CH3:15])[CH2:10]1)[CH2:23][CH2:24][CH3:25], predict the reactants needed to synthesize it. The reactants are: [F:1][C:2]1[CH:3]=[C:4]([C:9]2([O:14][CH3:15])[CH2:13][CH2:12][NH:11][CH2:10]2)[CH:5]=[CH:6][C:7]=1[F:8].C(=O)([O-])[O-].[K+].[K+].[CH2:22](Br)[CH2:23][CH2:24][CH3:25]. (3) Given the product [ClH:31].[CH3:1][C:2]1([CH3:22])[CH2:7][NH:6][CH2:5][C:4]2[C:15]([C:18]([F:21])([F:19])[F:20])=[N:16][NH:17][C:3]1=2, predict the reactants needed to synthesize it. The reactants are: [CH3:1][C:2]1([CH3:22])[CH2:7][N:6](C(OC(C)(C)C)=O)[CH2:5][C:4]2[C:15]([C:18]([F:21])([F:20])[F:19])=[N:16][NH:17][C:3]1=2.FC(F)(F)C(O)=O.C(Cl)[Cl:31]. (4) Given the product [CH2:1]([O:3][C:4](=[O:36])[CH:5]([C:10]1[CH:11]=[C:12]([C:26]2[CH:27]=[CH:28][C:29]([C:32]([F:33])([F:34])[F:35])=[CH:30][CH:31]=2)[CH:13]=[C:14]([CH:16]2[CH2:21][CH2:20][CH2:19][CH:18]([C:22]([F:23])([F:24])[F:25])[N:17]2[CH2:37][C:38]2[CH:43]=[CH:42][CH:41]=[CH:40][CH:39]=2)[CH:15]=1)[CH2:6][CH:7]([CH3:9])[CH3:8])[CH3:2], predict the reactants needed to synthesize it. The reactants are: [CH2:1]([O:3][C:4](=[O:36])[CH:5]([C:10]1[CH:11]=[C:12]([C:26]2[CH:31]=[CH:30][C:29]([C:32]([F:35])([F:34])[F:33])=[CH:28][CH:27]=2)[CH:13]=[C:14]([CH:16]2[CH2:21][CH2:20][CH2:19][CH:18]([C:22]([F:25])([F:24])[F:23])[NH:17]2)[CH:15]=1)[CH2:6][CH:7]([CH3:9])[CH3:8])[CH3:2].[CH2:37](Br)[C:38]1[CH:43]=[CH:42][CH:41]=[CH:40][CH:39]=1.CCN(C(C)C)C(C)C. (5) The reactants are: [CH3:1][C:2]1[S:6][C:5]([C:7]2[CH:8]=[CH:9][C:10]3[NH:11][C:12]4[C:17]([C:18]=3[CH:19]=2)=[CH:16][C:15]([C:20]2[S:21][C:22]([CH3:25])=[CH:23][CH:24]=2)=[CH:14][CH:13]=4)=[CH:4][CH:3]=1.[C:26](=[O:29])([O-])[O-].[K+].[K+].[C:32]1(C)[CH:37]=[CH:36][CH:35]=[CH:34][CH:33]=1.C(Cl)Cl. Given the product [CH3:1][C:2]1[S:6][C:5]([C:7]2[CH:8]=[CH:9][C:10]3[N:11]([C:32]4[CH:37]=[CH:36][C:35]([O:29][CH3:26])=[CH:34][CH:33]=4)[C:12]4[C:17]([C:18]=3[CH:19]=2)=[CH:16][C:15]([C:20]2[S:21][C:22]([CH3:25])=[CH:23][CH:24]=2)=[CH:14][CH:13]=4)=[CH:4][CH:3]=1, predict the reactants needed to synthesize it.